Dataset: Peptide-MHC class I binding affinity with 185,985 pairs from IEDB/IMGT. Task: Regression. Given a peptide amino acid sequence and an MHC pseudo amino acid sequence, predict their binding affinity value. This is MHC class I binding data. (1) The peptide sequence is LMIFISSFLL. The MHC is HLA-A68:01 with pseudo-sequence HLA-A68:01. The binding affinity (normalized) is 0.478. (2) The peptide sequence is NYNGLLSSI. The MHC is HLA-B51:01 with pseudo-sequence HLA-B51:01. The binding affinity (normalized) is 0.0847. (3) The peptide sequence is KSYCQPLPE. The MHC is HLA-B08:03 with pseudo-sequence HLA-B08:03. The binding affinity (normalized) is 0.0847.